This data is from Full USPTO retrosynthesis dataset with 1.9M reactions from patents (1976-2016). The task is: Predict the reactants needed to synthesize the given product. (1) Given the product [CH3:17][N:16]([CH3:18])[CH:15]([C:4]1[C:5]2[C:10](=[CH:9][CH:8]=[CH:7][CH:6]=2)[N:2]([CH3:1])[CH:3]=1)[C:14]1[CH:19]=[CH:20][CH:21]=[CH:22][C:13]=1[CH3:12], predict the reactants needed to synthesize it. The reactants are: [CH3:1][N:2]1[C:10]2[C:5](=[CH:6][CH:7]=[CH:8][CH:9]=2)[CH:4]=[CH:3]1.[Cl-].[CH3:12][C:13]1[CH:22]=[CH:21][CH:20]=[CH:19][C:14]=1[CH:15]=[N+:16]([CH3:18])[CH3:17].CC1C=CC=CC=1C=O.CNC. (2) Given the product [C:1]1([C:7]2[CH:12]=[CH:11][N:10]=[C:9]([N:13]3[CH2:18][CH2:17][NH:16][CH2:15][CH2:14]3)[CH:8]=2)[CH:2]=[CH:3][CH:4]=[CH:5][CH:6]=1, predict the reactants needed to synthesize it. The reactants are: [C:1]1([C:7]2[CH:12]=[CH:11][N:10]=[C:9]([N:13]3[CH2:18][CH2:17][N:16](C(OC(C)(C)C)=O)[CH2:15][CH2:14]3)[CH:8]=2)[CH:6]=[CH:5][CH:4]=[CH:3][CH:2]=1.Cl. (3) Given the product [Br:16][C:17]1[CH:18]=[CH:19][C:20]([S:23]([N:26]2[CH2:31][CH2:30][N:29]([C:9]([O:11][C:12]([CH3:13])([CH3:14])[CH3:15])=[O:10])[CH2:28][CH2:27]2)(=[O:25])=[O:24])=[CH:21][CH:22]=1, predict the reactants needed to synthesize it. The reactants are: [C:9](O[C:9]([O:11][C:12]([CH3:15])([CH3:14])[CH3:13])=[O:10])([O:11][C:12]([CH3:15])([CH3:14])[CH3:13])=[O:10].[Br:16][C:17]1[CH:22]=[CH:21][C:20]([S:23]([N:26]2[CH2:31][CH2:30][NH:29][CH2:28][CH2:27]2)(=[O:25])=[O:24])=[CH:19][CH:18]=1. (4) Given the product [CH3:5][N:6]1[CH2:11][CH2:10][N:9]([CH2:12][CH2:13][O:14][C:15]2[CH:16]=[CH:17][C:18]([CH:21]3[CH2:22][CH2:23][N:24]([C:27]4[CH:28]=[CH:29][C:30]5[N:31]([C:33]([C:36]([F:38])([F:39])[F:37])=[N:34][N:35]=5)[N:32]=4)[CH2:25][CH2:26]3)=[CH:19][N:20]=2)[CH2:8][C:7]1=[O:40], predict the reactants needed to synthesize it. The reactants are: C([O-])=O.[NH4+].[CH3:5][N:6]1[CH2:11][CH2:10][N:9]([CH2:12][CH2:13][O:14][C:15]2[N:20]=[CH:19][C:18]([C:21]3[CH2:22][CH2:23][N:24]([C:27]4[CH:28]=[CH:29][C:30]5[N:31]([C:33]([C:36]([F:39])([F:38])[F:37])=[N:34][N:35]=5)[N:32]=4)[CH2:25][CH:26]=3)=[CH:17][CH:16]=2)[CH2:8][C:7]1=[O:40]. (5) Given the product [ClH:25].[S:7]1[CH:11]=[CH:10][C:9]2[C:12]([C:16]3[N:17]4[CH2:24][CH2:23][N:22]=[C:18]4[S:19][C:20]=3[CH3:21])=[CH:13][CH:14]=[CH:15][C:8]1=2, predict the reactants needed to synthesize it. The reactants are: C(=O)([O-])O.[Na+].Br.[S:7]1[CH:11]=[CH:10][C:9]2[C:12]([C:16]3[N:17]4[CH2:24][CH2:23][N:22]=[C:18]4[S:19][C:20]=3[CH3:21])=[CH:13][CH:14]=[CH:15][C:8]1=2.[Cl:25]CCl. (6) Given the product [OH:2][C:3]1[CH:4]=[C:5]2[C:10](=[CH:11][C:12]=1[OH:13])[NH:9][C:8](=[O:15])[N:7]=[CH:6]2, predict the reactants needed to synthesize it. The reactants are: C[O:2][C:3]1[CH:4]=[C:5]2[C:10](=[CH:11][C:12]=1[O:13]C)[NH:9][C:8](=[O:15])[N:7]=[CH:6]2.C(OC(=O)C)(=O)C. (7) Given the product [CH:6]([O:17][C:16]([C:9]1[C:10]2[C:15](=[CH:14][CH:13]=[CH:12][CH:11]=2)[C:6]([C:19]([O:21][CH:9]([CH3:10])[CH3:8])=[O:20])=[CH:7][CH:8]=1)=[O:18])([CH3:15])[CH3:7], predict the reactants needed to synthesize it. The reactants are: S(=O)(=O)(O)O.[C:6]1([C:19]([OH:21])=[O:20])[C:15]2[C:10](=[CH:11][CH:12]=[CH:13][CH:14]=2)[C:9]([C:16]([OH:18])=[O:17])=[CH:8][CH:7]=1.C(=O)([O-])[O-].[Na+].[Na+].